This data is from Full USPTO retrosynthesis dataset with 1.9M reactions from patents (1976-2016). The task is: Predict the reactants needed to synthesize the given product. (1) Given the product [Br:15][C:5]1[NH:6][C:7]([C:8]([O:10][CH2:11][CH3:12])=[O:9])=[C:3]([C:2]([F:1])([F:13])[F:14])[N:4]=1, predict the reactants needed to synthesize it. The reactants are: [F:1][C:2]([F:14])([F:13])[C:3]1[N:4]=[CH:5][NH:6][C:7]=1[C:8]([O:10][CH2:11][CH3:12])=[O:9].[Br:15]N1C(=O)CCC1=O. (2) Given the product [Cl:1][C:2]1[C:3]2[N:12]([C:13]3[C:18]([F:19])=[CH:17][CH:16]=[CH:15][C:14]=3[F:20])[N:11]=[C:10]([C:21]3[CH:22]=[CH:23][C:24]([C:25]([OH:27])=[O:26])=[CH:29][CH:30]=3)[C:4]=2[C:5]([O:8][CH3:9])=[N:6][CH:7]=1, predict the reactants needed to synthesize it. The reactants are: [Cl:1][C:2]1[C:3]2[N:12]([C:13]3[C:18]([F:19])=[CH:17][CH:16]=[CH:15][C:14]=3[F:20])[N:11]=[C:10]([C:21]3[CH:30]=[CH:29][C:24]([C:25]([O:27]C)=[O:26])=[CH:23][CH:22]=3)[C:4]=2[C:5]([O:8][CH3:9])=[N:6][CH:7]=1.CO.[OH-].[Na+].Cl. (3) Given the product [CH2:1]([C:3]1[C:8]([C:9]2[CH:10]=[N:11][C:12]([C:15]3[CH:20]=[CH:19][C:18]([O:21][CH:22]([CH3:24])[CH3:23])=[C:17]([C:25]([F:28])([F:26])[F:27])[CH:16]=3)=[N:13][CH:14]=2)=[CH:7][CH:6]=[CH:5][C:4]=1[CH2:29][CH2:30][CH2:31][C:32]([OH:34])=[O:33])[CH3:2], predict the reactants needed to synthesize it. The reactants are: [CH2:1]([C:3]1[C:8]([C:9]2[CH:10]=[N:11][C:12]([C:15]3[CH:20]=[CH:19][C:18]([O:21][CH:22]([CH3:24])[CH3:23])=[C:17]([C:25]([F:28])([F:27])[F:26])[CH:16]=3)=[N:13][CH:14]=2)=[CH:7][CH:6]=[CH:5][C:4]=1[CH2:29][CH2:30][CH2:31][C:32]([O:34]CC)=[O:33])[CH3:2].[OH-].[Na+]. (4) Given the product [CH2:1]([O:3][C:4]1[N:8]([C:9]2[C:17]3[O:16][CH2:15][C@@H:14]([NH:18][C:19]4[CH:32]=[CH:31][C:22]5[C@H:23]([CH2:26][C:27]([OH:29])=[O:28])[CH2:24][O:25][C:21]=5[CH:20]=4)[C:13]=3[CH:12]=[CH:11][CH:10]=2)[C:7]2[C:39]([F:44])=[C:40]([F:43])[CH:41]=[CH:42][C:6]=2[N:5]=1)[CH3:2], predict the reactants needed to synthesize it. The reactants are: [CH2:1]([O:3][C:4]1[N:8]([C:9]2[C:17]3[O:16][CH2:15][C@@H:14]([N:18](C(=O)C(F)(F)F)[C:19]4[CH:32]=[CH:31][C:22]5[C@H:23]([CH2:26][C:27]([O:29]C)=[O:28])[CH2:24][O:25][C:21]=5[CH:20]=4)[C:13]=3[CH:12]=[CH:11][CH:10]=2)[C:7]2[C:39]([F:44])=[C:40]([F:43])[CH:41]=[CH:42][C:6]=2[N:5]=1)[CH3:2].[OH-].[Na+].Cl. (5) Given the product [CH2:9]([N:8]([CH2:25][N:16]1[C:20]2[CH:21]=[CH:22][CH:23]=[CH:24][C:19]=2[N:18]=[N:17]1)[CH2:1][C:2]1[CH:7]=[CH:6][CH:5]=[CH:4][CH:3]=1)[C:10]1[CH:15]=[CH:14][CH:13]=[CH:12][CH:11]=1, predict the reactants needed to synthesize it. The reactants are: [CH2:1]([NH:8][CH2:9][C:10]1[CH:15]=[CH:14][CH:13]=[CH:12][CH:11]=1)[C:2]1[CH:7]=[CH:6][CH:5]=[CH:4][CH:3]=1.[NH:16]1[C:20]2[CH:21]=[CH:22][CH:23]=[CH:24][C:19]=2[N:18]=[N:17]1.[CH3:25]CO. (6) Given the product [Cl:1][C:2]1[CH:7]=[C:6]([NH:8][C:9]2[CH:10]=[CH:11][C:12]([C:13]([NH:33][CH3:32])=[O:14])=[CH:16][CH:17]=2)[C:5]([C:18]2[S:19][C:20]([C:23]([N:25]3[CH2:29][CH2:28][C@@H:27]([OH:30])[CH2:26]3)=[O:24])=[N:21][N:22]=2)=[CH:4][N:3]=1, predict the reactants needed to synthesize it. The reactants are: [Cl:1][C:2]1[CH:7]=[C:6]([NH:8][C:9]2[CH:17]=[CH:16][C:12]([C:13](O)=[O:14])=[CH:11][CH:10]=2)[C:5]([C:18]2[S:19][C:20]([C:23]([N:25]3[CH2:29][CH2:28][C@@H:27]([OH:30])[CH2:26]3)=[O:24])=[N:21][N:22]=2)=[CH:4][N:3]=1.C[CH2:32][N:33](C(C)C)C(C)C.Cl.CN.CN(C(ON1N=NC2C=CC=NC1=2)=[N+](C)C)C.F[P-](F)(F)(F)(F)F. (7) Given the product [CH2:23]([C:21]1[N:20]=[CH:19][N:18]=[C:17]([NH:12][CH2:11][C:9]2[CH:10]=[C:5]3[CH:4]=[C:3]([C:2]([F:1])([F:14])[F:15])[NH:13][C:6]3=[N:7][CH:8]=2)[CH:22]=1)[CH3:24], predict the reactants needed to synthesize it. The reactants are: [F:1][C:2]([F:15])([F:14])[C:3]1[NH:13][C:6]2=[N:7][CH:8]=[C:9]([CH2:11][NH2:12])[CH:10]=[C:5]2[CH:4]=1.Cl[C:17]1[CH:22]=[C:21]([CH2:23][CH3:24])[N:20]=[CH:19][N:18]=1.ClC1C=CN(CC)CN=1.CCN(C(C)C)C(C)C. (8) Given the product [C:1]([C:5]1[CH:6]=[C:7]([CH:32]=[C:33]([C:65]#[N:66])[N:34]=1)[C:8]([NH:10][C:11]1[CH:16]=[CH:15][C:14]([CH3:17])=[C:13]([N:18]2[C:25]3[N:21]([N:22]=[C:23]([C:26]4[CH:27]=[N:28][CH:29]=[CH:30][CH:31]=4)[CH:24]=3)[CH:20]=[CH:19]2)[CH:12]=1)=[O:9])([CH3:4])([CH3:3])[CH3:2], predict the reactants needed to synthesize it. The reactants are: [C:1]([C:5]1[CH:6]=[C:7]([CH:32]=[C:33](Cl)[N:34]=1)[C:8]([NH:10][C:11]1[CH:16]=[CH:15][C:14]([CH3:17])=[C:13]([N:18]2[C:25]3[N:21]([N:22]=[C:23]([C:26]4[CH:27]=[N:28][CH:29]=[CH:30][CH:31]=4)[CH:24]=3)[CH:20]=[CH:19]2)[CH:12]=1)=[O:9])([CH3:4])([CH3:3])[CH3:2].C(P(C(C)(C)C)C1C=CC2C(=CC=CC=2)C=1C1C2C(=CC=CC=2)C=CC=1)(C)(C)C.[CH3:65][N:66](C)C(=O)C. (9) Given the product [C:1]([NH:4][C:5]1[N:6]=[C:7]2[C:8](=[CH:9][CH:10]=1)[N:11]=[CH:19][C:16]([C:17]#[N:18])=[C:15]2[OH:14])(=[O:3])[CH3:2], predict the reactants needed to synthesize it. The reactants are: [C:1]([NH:4][C:5]1[CH:10]=[CH:9][C:8]([NH2:11])=[CH:7][N:6]=1)(=[O:3])[CH3:2].C([O:14][C:15](=O)[C:16](=[CH:19]OCC)[C:17]#[N:18])C. (10) Given the product [F:1][C:2]([F:7])([F:6])[C:3]([OH:5])=[O:4].[CH3:82][C:81]([CH3:84])([CH3:83])[CH2:80][CH2:79][NH:78][C:59]1[N:58]=[C:57]([N:23]2[CH2:27][CH2:26][C@@H:25]([NH:28][C:29]([NH:31][C@@H:32]3[CH2:36][CH2:35][NH:34][CH2:33]3)=[O:30])[CH2:24]2)[N:65]=[C:64]2[C:60]=1[N:61]=[CH:62][N:63]2[C@@H:66]1[CH2:70][C@H:69]([NH:71][C:72](=[O:75])[CH2:73][CH3:74])[C@@H:68]([OH:76])[C@H:67]1[OH:77], predict the reactants needed to synthesize it. The reactants are: [F:1][C:2]([F:7])([F:6])[C:3]([OH:5])=[O:4].C(C(NC1N=C([N:23]2[CH2:27][CH2:26][C@@H:25]([NH:28][C:29]([NH:31][C@@H:32]3[CH2:36][CH2:35][NH:34][CH2:33]3)=[O:30])[CH2:24]2)N=C2C=1N=CN2[C@@H]1C[C@H](NC(=O)CC)[C@@H](O)[C@H]1O)CC)C.FC(F)(F)C(O)=O.Cl[C:57]1[N:65]=[C:64]2[C:60]([N:61]=[CH:62][N:63]2[C@@H:66]2[CH2:70][C@H:69]([NH:71][C:72](=[O:75])[CH2:73][CH3:74])[C@@H:68]([OH:76])[C@H:67]2[OH:77])=[C:59]([NH:78][CH2:79][CH2:80][C:81]([CH3:84])([CH3:83])[CH3:82])[N:58]=1.